This data is from Forward reaction prediction with 1.9M reactions from USPTO patents (1976-2016). The task is: Predict the product of the given reaction. The product is: [F:28][C:22]1[CH:23]=[CH:24][CH:25]=[C:26]([F:27])[C:21]=1[N:16]1[C:10]2[N:11]=[C:12]([S:14][CH3:15])[N:13]=[C:8]([C:31]3[CH:32]=[CH:33][CH:34]=[CH:35][C:30]=3[CH3:1])[C:9]=2[CH:19]=[CH:18][CH2:17]1. Given the reactants [C:1](=O)([O-])[O-].[Na+].[Na+].Cl[C:8]1[C:9]2[CH:19]=[CH:18][C:17](=O)[N:16]([C:21]3[C:26]([F:27])=[CH:25][CH:24]=[CH:23][C:22]=3[F:28])[C:10]=2[N:11]=[C:12]([S:14][CH3:15])[N:13]=1.F[C:30]1[CH:35]=[CH:34][C:33](B(O)O)=[CH:32][CH:31]=1, predict the reaction product.